Dataset: Forward reaction prediction with 1.9M reactions from USPTO patents (1976-2016). Task: Predict the product of the given reaction. Given the reactants Br[C:2]1[CH:7]=[CH:6][C:5]([CH2:8][OH:9])=[CH:4][CH:3]=1.[F:10][C:11]1[CH:12]=[C:13]([CH:16]=[CH:17][CH:18]=1)[CH:14]=[CH2:15].C1(P(C2C=CC=CC=2)C2C=CC=CC=2)C=CC=CC=1, predict the reaction product. The product is: [F:10][C:11]1[CH:12]=[C:13]([CH:14]=[CH:15][C:2]2[CH:7]=[CH:6][C:5]([CH2:8][OH:9])=[CH:4][CH:3]=2)[CH:16]=[CH:17][CH:18]=1.